Dataset: Forward reaction prediction with 1.9M reactions from USPTO patents (1976-2016). Task: Predict the product of the given reaction. Given the reactants O[C:2]1[CH:11]=[CH:10][C:9]2[C:4](=[CH:5][CH:6]=[CH:7][CH:8]=2)[C:3]=1[CH:12]=O.[NH2:14][C:15]1[C:16]([CH3:21])=[CH:17][CH:18]=[CH:19][CH:20]=1.C([OH:24])C, predict the reaction product. The product is: [OH:24][C:16]1([CH3:21])[CH:17]=[CH:18][CH:19]=[CH:20][CH:15]1[N:14]=[CH:12][C:3]1[C:4]2[C:9](=[CH:8][CH:7]=[CH:6][CH:5]=2)[CH:10]=[CH:11][CH:2]=1.